Dataset: Full USPTO retrosynthesis dataset with 1.9M reactions from patents (1976-2016). Task: Predict the reactants needed to synthesize the given product. (1) Given the product [F:26][C:27]([F:29])([F:28])[CH:6]([CH:3]1[CH2:4][CH2:5][O:1][CH2:2]1)[OH:7], predict the reactants needed to synthesize it. The reactants are: [O:1]1[CH2:5][CH2:4][CH:3]([CH:6]=[O:7])[CH2:2]1.[F-].C([N+](CCCC)(CCCC)CCCC)CCC.[F:26][C:27]([Si](C)(C)C)([F:29])[F:28]. (2) Given the product [Cl:1][C:2]1[CH:3]=[CH:4][C:5]([OH:11])=[C:6]([CH:10]=1)[C:7]([NH:15][C:14]1[CH:16]=[C:17]([Cl:20])[CH:18]=[CH:19][C:13]=1[Cl:12])=[O:9], predict the reactants needed to synthesize it. The reactants are: [Cl:1][C:2]1[CH:10]=[C:6]([C:7]([OH:9])=O)[C:5]([OH:11])=[CH:4][CH:3]=1.[Cl:12][C:13]1[CH:19]=[CH:18][C:17]([Cl:20])=[CH:16][C:14]=1[NH2:15].